This data is from Full USPTO retrosynthesis dataset with 1.9M reactions from patents (1976-2016). The task is: Predict the reactants needed to synthesize the given product. (1) Given the product [C:1]([O:5][C:6]([NH:8][CH2:9][CH2:10][O:11][CH2:12][CH2:13][O:14][CH2:15][CH2:16][NH:17][C:18](=[O:24])[CH2:19][CH2:20][C:21]([OH:23])=[O:22])=[O:7])([CH3:4])([CH3:3])[CH3:2], predict the reactants needed to synthesize it. The reactants are: [C:1]([O:5][C:6]([NH:8][CH2:9][CH2:10][O:11][CH2:12][CH2:13][O:14][CH2:15][CH2:16][NH2:17])=[O:7])([CH3:4])([CH3:3])[CH3:2].[C:18]1(=[O:24])[O:23][C:21](=[O:22])[CH2:20][CH2:19]1. (2) The reactants are: Br[C:2]1[C:3]([N:9]2[CH:13]=[CH:12][C:11]([C:14]([F:17])([F:16])[F:15])=[N:10]2)=[N:4][C:5]([Cl:8])=[N:6][CH:7]=1.[CH3:18][O:19][C:20]([C:22]1[C:23]([O:37][CH3:38])=[N:24][CH:25]=[C:26](B2OC(C)(C)C(C)(C)O2)[CH:27]=1)=[O:21].C(=O)([O-])[O-].[Na+].[Na+].O. Given the product [CH3:18][O:19][C:20]([C:22]1[C:23]([O:37][CH3:38])=[N:24][CH:25]=[C:26]([C:2]2[C:3]([N:9]3[CH:13]=[CH:12][C:11]([C:14]([F:17])([F:16])[F:15])=[N:10]3)=[N:4][C:5]([Cl:8])=[N:6][CH:7]=2)[CH:27]=1)=[O:21], predict the reactants needed to synthesize it. (3) Given the product [ClH:1].[NH:107]1[CH:108]=[CH:109][CH:110]=[C:106]1[C:104]1[N:103]=[C:102]2[CH2:118][CH2:119][CH2:120][C:101]2=[C:100]([NH:99][C:96]2[CH:95]=[CH:94][C:93]([CH2:92][C:91]([NH2:5])=[O:121])=[CH:98][CH:97]=2)[CH:105]=1, predict the reactants needed to synthesize it. The reactants are: [Cl:1]C1C=C(C2N(C(OC(C)(C)C)=O)C=CC=2)[N:5]=C2CCCC=12.C(OC(=O)CC1C=CC(N)=CC=1)C.C1C=CC(P(C2C(C3C(P(C4C=CC=CC=4)C4C=CC=CC=4)=CC=C4C=3C=CC=C4)=C3C(C=CC=C3)=CC=2)C2C=CC=CC=2)=CC=1.C(=O)([O-])[O-].[Cs+].[Cs+].C(O[C:91](=[O:121])[CH2:92][C:93]1[CH:98]=[CH:97][C:96]([NH:99][C:100]2[CH:105]=[C:104]([C:106]3[N:107](C(OC(C)(C)C)=O)[CH:108]=[CH:109][CH:110]=3)[N:103]=[C:102]3[CH2:118][CH2:119][CH2:120][C:101]=23)=[CH:95][CH:94]=1)C.N1C=CC=C1C1N=C2CCCC2=C(NC2C=CC(CC(OCC)=O)=CC=2)C=1. (4) Given the product [NH:2]1[C:3]2[CH:4]=[CH:5][CH:6]=[CH:7][C:12]=2[CH2:11][CH2:10][CH2:9][C:8]1=[O:13], predict the reactants needed to synthesize it. The reactants are: O[N:2]=[C:3]1[C:12]2[C:7](=[CH:8][CH:9]=[CH:10][CH:11]=2)[CH2:6][CH2:5][CH2:4]1.[OH2:13]. (5) Given the product [CH3:24][C:22]1[N:1]=[C:2]2[S:6][C:5]3[CH2:7][CH2:8][CH2:9][CH2:10][C:4]=3[C:3]2=[C:11]([C:13]2[CH:14]=[N:15][CH:16]=[CH:17][CH:18]=2)[C:21]=1[CH2:20][C:19]([O:26][CH3:27])=[O:25], predict the reactants needed to synthesize it. The reactants are: [NH2:1][C:2]1[S:6][C:5]2[CH2:7][CH2:8][CH2:9][CH2:10][C:4]=2[C:3]=1[C:11]([C:13]1[CH:14]=[N:15][CH:16]=[CH:17][CH:18]=1)=O.[C:19]([O:26][CH3:27])(=[O:25])[CH2:20][CH2:21][C:22]([CH3:24])=O.Cl[Si](C)(C)C. (6) The reactants are: [CH:1]([Si:3]([Cl:6])(Cl)[Cl:4])=[CH2:2].[CH3:7][SiH:8]([Cl:10])[Cl:9]. Given the product [CH3:7][Si:8]([Cl:10])([Cl:9])[CH:2]1[CH2:1][Si:3]([Cl:6])([Cl:4])[CH:2]([Si:8]([CH3:7])([Cl:10])[Cl:9])[CH2:1][Si:3]1([Cl:6])[Cl:4], predict the reactants needed to synthesize it. (7) Given the product [ClH:30].[ClH:30].[ClH:30].[NH:20]1[CH2:21][CH2:22][CH:17]([NH:16][C:13]2[CH:14]=[CH:15][C:10]3[N:11]([C:7]([C:4]4[CH:5]=[CH:6][N:1]=[CH:2][CH:3]=4)=[CH:8][N:9]=3)[N:12]=2)[CH2:18][CH2:19]1, predict the reactants needed to synthesize it. The reactants are: [N:1]1[CH:6]=[CH:5][C:4]([C:7]2[N:11]3[N:12]=[C:13]([NH:16][CH:17]4[CH2:22][CH2:21][N:20](C(OC(C)(C)C)=O)[CH2:19][CH2:18]4)[CH:14]=[CH:15][C:10]3=[N:9][CH:8]=2)=[CH:3][CH:2]=1.[ClH:30].